Dataset: Forward reaction prediction with 1.9M reactions from USPTO patents (1976-2016). Task: Predict the product of the given reaction. (1) The product is: [C:48]([O:47][C:45](=[O:46])[NH:42][CH2:5][C:3]([NH2:4])=[N:2][OH:1])([CH3:51])([CH3:50])[CH3:49]. Given the reactants [OH:1][N:2]=[C:3]([C@@H:5]1CCCC[C@H]1O)[NH2:4].ON=C(N)CCO.ON=C(N)CO.ON=C(N)C(O)C1C=CC=CC=1.NC(=NO)C1CC[N:42]([C:45]([O:47][C:48]([CH3:51])([CH3:50])[CH3:49])=[O:46])CC1.NC(=NO)C1CCCN(C(OC(C)(C)C)=O)C1.NC(=NO)C1CCCCN1C(OC(C)(C)C)=O.NC(=NO)C(OCC)=O, predict the reaction product. (2) The product is: [F:5][C:6]([F:14])([F:13])[CH2:7][CH:8]([OH:12])[C:9]([O:11][CH3:15])=[O:10]. Given the reactants S(Cl)(Cl)=O.[F:5][C:6]([F:14])([F:13])[CH2:7][CH:8]([OH:12])[C:9]([OH:11])=[O:10].[CH3:15]O, predict the reaction product. (3) Given the reactants C[O:2][C:3](=O)[CH2:4][N:5]([C:18]([O:20][C:21]([CH3:24])([CH3:23])[CH3:22])=[O:19])[C:6]1[S:7][CH:8]=[C:9]([C:11]2[CH:16]=[CH:15][C:14]([F:17])=[CH:13][CH:12]=2)[N:10]=1.[BH4-].[Li+].O, predict the reaction product. The product is: [C:21]([O:20][C:18](=[O:19])[N:5]([C:6]1[S:7][CH:8]=[C:9]([C:11]2[CH:12]=[CH:13][C:14]([F:17])=[CH:15][CH:16]=2)[N:10]=1)[CH2:4][CH2:3][OH:2])([CH3:24])([CH3:22])[CH3:23]. (4) Given the reactants [C:1]([C:4]1[N:9]2[C:10](=[O:25])[N:11]([CH2:13][CH2:14][C:15]3[CH:24]=[CH:23][C:22]4[C:17](=[CH:18][CH:19]=[CH:20][CH:21]=4)[N:16]=3)[N:12]=[C:8]2[CH:7]=[CH:6][CH:5]=1)(=[O:3])[CH3:2].[CH3:26][O:27][C:28]1[CH:33]=[CH:32][C:31]([Mg]Br)=[CH:30][CH:29]=1.[CH2:36]1COCC1, predict the reaction product. The product is: [OH:3][C:1]([C:4]1[N:9]2[C:10](=[O:25])[N:11]([CH2:13][CH2:14][C:15]3[CH:24]=[CH:23][C:22]4[C:17](=[CH:18][CH:19]=[CH:20][CH:21]=4)[N:16]=3)[N:12]=[C:8]2[CH:7]=[CH:6][CH:5]=1)([CH3:36])[CH2:2][C:31]1[CH:32]=[CH:33][C:28]([O:27][CH3:26])=[CH:29][CH:30]=1. (5) The product is: [Cl:1][C:2]1[CH:3]=[CH:4][N:5]2[C:10]=1[C:9](=[O:11])[N:8]([C:12]1[CH:13]=[CH:14][CH:15]=[CH:16][CH:17]=1)[C:7]([C@H:18]1[N:22]([C:23]3[N:31]=[CH:30][N:29]=[C:28]4[C:24]=3[N:25]=[CH:26][NH:27]4)[CH2:21][C@H:20]([C:38]#[N:39])[CH2:19]1)=[N:6]2. Given the reactants [Cl:1][C:2]1[CH:3]=[CH:4][N:5]2[C:10]=1[C:9](=[O:11])[N:8]([C:12]1[CH:17]=[CH:16][CH:15]=[CH:14][CH:13]=1)[C:7]([C@H:18]1[N:22]([C:23]3[N:31]=[CH:30][N:29]=[C:28]4[C:24]=3[N:25]=[CH:26][N:27]4C3CCCCO3)[CH2:21][C@H:20]([C:38]#[N:39])[CH2:19]1)=[N:6]2.Cl, predict the reaction product.